Dataset: Catalyst prediction with 721,799 reactions and 888 catalyst types from USPTO. Task: Predict which catalyst facilitates the given reaction. (1) Reactant: [CH3:1][O:2][C:3]([C:5]1[C:10]([O:11]C(=O)C2C=CC=CC=2)=[C:9]([OH:20])[N:8]=[C:7]([C@@H:21]2[CH2:25][C@H:24]([F:26])[CH2:23][N:22]2[C:27]([O:29][CH2:30][C:31]2[CH:36]=[CH:35][CH:34]=[CH:33][CH:32]=2)=[O:28])[N:6]=1)=[O:4].[H-].[Li+].S(OC)(OC)(=O)=O.C(O)(=O)C. Product: [CH3:1][O:2][C:3]([C:5]1[C:10]([OH:11])=[C:9]([OH:20])[N:8]=[C:7]([C@@H:21]2[CH2:25][C@H:24]([F:26])[CH2:23][N:22]2[C:27]([O:29][CH2:30][C:31]2[CH:36]=[CH:35][CH:34]=[CH:33][CH:32]=2)=[O:28])[N:6]=1)=[O:4]. The catalyst class is: 872. (2) Reactant: [F:1][C:2]1[CH:3]=[CH:4][CH:5]=[C:6]2[C:11]=1[NH:10][C@@H:9]([CH3:12])[CH2:8][C@H:7]2[NH:13][C:14]1[CH:19]=[CH:18][CH:17]=[CH:16][C:15]=1[F:20].[C:21](Cl)(=[O:23])[CH3:22].O. Product: [C:21]([N:10]1[C:11]2[C:6](=[CH:5][CH:4]=[CH:3][C:2]=2[F:1])[C@H:7]([NH:13][C:14]2[CH:19]=[CH:18][CH:17]=[CH:16][C:15]=2[F:20])[CH2:8][C@@H:9]1[CH3:12])(=[O:23])[CH3:22]. The catalyst class is: 529. (3) Reactant: [F:1][C:2]([F:28])([F:27])[C:3]1[CH:8]=[CH:7][C:6]([C:9]2[N:14]=[CH:13][N:12]=[C:11]([O:15][C:16]3[CH:17]=[CH:18][CH:19]=[C:20]4[C:25]=3[N:24]=[C:23]([NH2:26])[CH:22]=[N:21]4)[CH:10]=2)=[CH:5][CH:4]=1.[C:29](OC(=O)C)(=[O:31])[CH3:30]. Product: [F:28][C:2]([F:27])([F:1])[C:3]1[CH:8]=[CH:7][C:6]([C:9]2[N:14]=[CH:13][N:12]=[C:11]([O:15][C:16]3[CH:17]=[CH:18][CH:19]=[C:20]4[C:25]=3[N:24]=[C:23]([NH:26][C:29](=[O:31])[CH3:30])[CH:22]=[N:21]4)[CH:10]=2)=[CH:5][CH:4]=1. The catalyst class is: 11. (4) Reactant: [ClH:1].Cl.[Cl:3][C:4]1[CH:43]=[CH:42][C:7]2[NH:8][CH2:9][CH2:10][CH2:11][CH:12]([O:13][C:14]([CH:16]([N:36]3[CH2:41][CH2:40][NH:39][CH2:38][CH2:37]3)[C:17](=[O:35])[C:18]3[CH:23]=[CH:22][C:21]([NH:24][C:25](=[O:33])[C:26]4[CH:31]=[CH:30][CH:29]=[CH:28][C:27]=4[CH3:32])=[CH:20][C:19]=3[CH3:34])=[O:15])[C:6]=2[CH:5]=1.C=O.[C:46]([O-])(=O)C.[Na+].[B-]C#N.[Na+].[OH-].[Na+]. Product: [ClH:3].[ClH:1].[Cl:3][C:4]1[CH:43]=[CH:42][C:7]2[NH:8][CH2:9][CH2:10][CH2:11][CH:12]([O:13][C:14]([CH:16]([N:36]3[CH2:37][CH2:38][N:39]([CH3:46])[CH2:40][CH2:41]3)[C:17](=[O:35])[C:18]3[CH:23]=[CH:22][C:21]([NH:24][C:25](=[O:33])[C:26]4[CH:31]=[CH:30][CH:29]=[CH:28][C:27]=4[CH3:32])=[CH:20][C:19]=3[CH3:34])=[O:15])[C:6]=2[CH:5]=1. The catalyst class is: 72. (5) Product: [Cl:8][C:6]1[N:7]=[C:2]([NH:26][C:25]2[CH:24]=[CH:23][C:22]([N:16]3[CH2:17][CH2:18][N:19]([CH3:21])[CH2:20][C@@H:15]3[CH3:14])=[CH:28][CH:27]=2)[C:3]([C:11]([NH2:13])=[O:12])=[N:4][C:5]=1[CH2:9][CH3:10]. Reactant: Cl[C:2]1[C:3]([C:11]([NH2:13])=[O:12])=[N:4][C:5]([CH2:9][CH3:10])=[C:6]([Cl:8])[N:7]=1.[CH3:14][C@H:15]1[CH2:20][N:19]([CH3:21])[CH2:18][CH2:17][N:16]1[C:22]1[CH:28]=[CH:27][C:25]([NH2:26])=[CH:24][CH:23]=1.C(N(C(C)C)CC)(C)C.O1CCOCC1. The catalyst class is: 6. (6) Reactant: CS([C:5]1[N:10]=[C:9]([C:11]2[S:15][C:14]([C:16]([N:18]3[CH2:23][CH2:22][O:21][CH2:20][CH2:19]3)=[O:17])=[CH:13][CH:12]=2)[CH:8]=[CH:7][N:6]=1)(=O)=O.[NH2:24][CH2:25][CH2:26][N:27]1[CH2:31][CH2:30][NH:29][C:28]1=[O:32].C(N(CC)CC)C. Product: [N:18]1([C:16]([C:14]2[S:15][C:11]([C:9]3[CH:8]=[CH:7][N:6]=[C:5]([NH:24][CH2:25][CH2:26][N:27]4[CH2:31][CH2:30][NH:29][C:28]4=[O:32])[N:10]=3)=[CH:12][CH:13]=2)=[O:17])[CH2:23][CH2:22][O:21][CH2:20][CH2:19]1. The catalyst class is: 11. (7) Reactant: [Cl:1][C:2]1[CH:3]=[C:4]([NH:9][C:10]([N:12]2[CH2:17][CH2:16][N:15]([C:18]([C@H:20]3[CH2:25][N:24]([CH2:26][CH3:27])[CH2:23][CH2:22][NH:21]3)=[O:19])[CH2:14][CH2:13]2)=[O:11])[CH:5]=[CH:6][C:7]=1[Cl:8].C(N(CC)CC)C.[C:35](Cl)(=[O:37])[CH3:36]. Product: [C:35]([N:21]1[CH2:22][CH2:23][N:24]([CH2:26][CH3:27])[CH2:25][C@@H:20]1[C:18]([N:15]1[CH2:14][CH2:13][N:12]([C:10]([NH:9][C:4]2[CH:5]=[CH:6][C:7]([Cl:8])=[C:2]([Cl:1])[CH:3]=2)=[O:11])[CH2:17][CH2:16]1)=[O:19])(=[O:37])[CH3:36]. The catalyst class is: 373.